This data is from Catalyst prediction with 721,799 reactions and 888 catalyst types from USPTO. The task is: Predict which catalyst facilitates the given reaction. (1) Reactant: [CH:1]([C:3]1[CH:8]=[CH:7][C:6]([C:9]2[CH:14]=[CH:13][CH:12]=[C:11](CCC(OCC)=O)[C:10]=2[O:22][CH2:23][CH2:24][CH2:25][O:26][CH3:27])=[CH:5][CH:4]=1)=O.[C:28]([OH:31])(=[O:30])[CH3:29].[NH:32]1[CH2:37][CH2:36][CH2:35][CH2:34][CH2:33]1.[C:38](O[BH-](OC(=O)C)OC(=O)C)(=O)[CH3:39].[Na+].[C:52](=O)(O)[O-].[Na+]. Product: [CH3:27][O:26][CH2:25][CH2:24][CH2:23][O:22][C:10]1[CH:11]=[C:12]([CH2:52][CH2:29][C:28]([O:31][CH2:38][CH3:39])=[O:30])[CH:13]=[CH:14][C:9]=1[C:6]1[CH:7]=[CH:8][C:3]([CH2:1][N:32]2[CH2:37][CH2:36][CH2:35][CH2:34][CH2:33]2)=[CH:4][CH:5]=1. The catalyst class is: 68. (2) Reactant: [H-].[H-].[H-].[H-].[Li+].[Al+3].[N:7]1[CH:12]=[CH:11][CH:10]=[C:9]([C:13]2([NH:23][C:24](=O)OC)[CH2:22][CH2:21][C:16]3([O:20][CH2:19][CH2:18][O:17]3)[CH2:15][CH2:14]2)[CH:8]=1. Product: [CH3:24][NH:23][C:13]1([C:9]2[CH:8]=[N:7][CH:12]=[CH:11][CH:10]=2)[CH2:22][CH2:21][C:16]2([O:17][CH2:18][CH2:19][O:20]2)[CH2:15][CH2:14]1. The catalyst class is: 1.